From a dataset of Forward reaction prediction with 1.9M reactions from USPTO patents (1976-2016). Predict the product of the given reaction. (1) Given the reactants C[O:2][C:3]1[CH:14]=[CH:13][C:6]([CH2:7][N:8]2[CH:12]=[CH:11][N:10]=[CH:9]2)=[CH:5][CH:4]=1.B(Br)(Br)Br, predict the reaction product. The product is: [OH:2][C:3]1[CH:14]=[CH:13][C:6]([CH2:7][N:8]2[CH:12]=[CH:11][N:10]=[CH:9]2)=[CH:5][CH:4]=1. (2) Given the reactants ClC1C(Cl)=CC=CC=1N1[CH2:14][CH2:13][N:12]([CH2:15][CH2:16][CH2:17][CH2:18][O:19][C:20]2[CH:29]=[CH:28][C:27]3[C:22](=[C:23]([OH:30])[CH:24]=[CH:25][CH:26]=3)[N:21]=2)[CH2:11][CH2:10]1.[Cl:31][C:32]1[CH:41]=CC=C2[C:33]=1[CH2:34][CH2:35]NC2, predict the reaction product. The product is: [Cl:31][C:32]1[CH:33]=[CH:34][CH:35]=[C:10]2[C:41]=1[CH2:14][CH2:13][N:12]([CH2:15][CH2:16][CH2:17][CH2:18][O:19][C:20]1[CH:29]=[CH:28][C:27]3[C:22](=[C:23]([OH:30])[CH:24]=[CH:25][CH:26]=3)[N:21]=1)[CH2:11]2. (3) Given the reactants [CH:1]1([C:4]([NH:9][S:10]([C:13]2[CH:18]=[CH:17][CH:16]=[CH:15][C:14]=2[N+:19]([O-:21])=[O:20])(=[O:12])=[O:11])(C)[C:5]([OH:7])=O)[CH2:3][CH2:2]1.[CH3:22][O:23][C:24](=[O:38])[C@@H:25]([NH2:37])[CH2:26][C:27]1[CH:36]=[CH:35][C:34]2[C:29](=[CH:30][CH:31]=[CH:32][CH:33]=2)[CH:28]=1.[CH3:39]N1CCOCC1.ON1C2C=CC=CC=2N=N1.CN(C)CCCN=C=NCC, predict the reaction product. The product is: [CH3:22][O:23][C:24](=[O:38])[CH:25]([NH:37][C:5](=[O:7])[CH:4]([NH:9][S:10]([C:13]1[CH:18]=[CH:17][CH:16]=[CH:15][C:14]=1[N+:19]([O-:21])=[O:20])(=[O:11])=[O:12])[CH2:1][CH:3]1[CH2:2][CH2:39]1)[CH2:26][C:27]1[CH:36]=[CH:35][C:34]2[C:29](=[CH:30][CH:31]=[CH:32][CH:33]=2)[CH:28]=1. (4) Given the reactants [NH2:1][C:2]1[CH:3]=[C:4]([C:8]2[N:13]3[N:14]=[CH:15][C:16]([C:17]([C:19]4[S:20][CH:21]=[CH:22][CH:23]=4)=[O:18])=[C:12]3[N:11]=[CH:10][CH:9]=2)[CH:5]=[CH:6][CH:7]=1.[Cl:24][C:25]1[CH:32]=[CH:31][CH:30]=[CH:29][C:26]=1[CH:27]=O, predict the reaction product. The product is: [Cl:24][C:25]1[CH:32]=[CH:31][CH:30]=[CH:29][C:26]=1[CH2:27][NH:1][C:2]1[CH:3]=[C:4]([C:8]2[N:13]3[N:14]=[CH:15][C:16]([C:17]([C:19]4[S:20][CH:21]=[CH:22][CH:23]=4)=[O:18])=[C:12]3[N:11]=[CH:10][CH:9]=2)[CH:5]=[CH:6][CH:7]=1. (5) Given the reactants [CH2:1]([C:5]1[N:6]([CH2:19][CH:20]([CH3:22])[CH3:21])[C:7]2[C:16]3[CH:15]=[CH:14][N:13]=[CH:12][C:11]=3[N:10]=[C:9]([NH2:17])[C:8]=2[N:18]=1)[CH2:2][CH2:3][CH3:4].[H][H], predict the reaction product. The product is: [CH2:1]([C:5]1[N:6]([CH2:19][CH:20]([CH3:21])[CH3:22])[C:7]2[C:16]3[CH2:15][CH2:14][NH:13][CH2:12][C:11]=3[N:10]=[C:9]([NH2:17])[C:8]=2[N:18]=1)[CH2:2][CH2:3][CH3:4]. (6) Given the reactants [Cr](Cl)([O-])(=O)=O.[NH+]1C=CC=CC=1.[Cl-].[C:13]([N:21]1[CH2:26][CH2:25][CH:24]([CH2:27][OH:28])[CH2:23][CH2:22]1)(=[O:20])[C:14]1[CH:19]=[CH:18][CH:17]=[CH:16][CH:15]=1, predict the reaction product. The product is: [C:13]([N:21]1[CH2:26][CH2:25][CH:24]([CH:27]=[O:28])[CH2:23][CH2:22]1)(=[O:20])[C:14]1[CH:15]=[CH:16][CH:17]=[CH:18][CH:19]=1. (7) Given the reactants [C:1]([C:5]1[N:10]=[CH:9][N:8]=[C:7]([NH:11][C:12](=O)[O:13]C2C=CC=CC=2)[CH:6]=1)([CH3:4])([CH3:3])[CH3:2].[CH3:21][NH:22][C@@H:23]([CH3:29])[C:24]([O:26]CC)=O.O, predict the reaction product. The product is: [C:1]([C:5]1[N:10]=[CH:9][N:8]=[C:7]([N:11]2[C:24](=[O:26])[C@H:23]([CH3:29])[N:22]([CH3:21])[C:12]2=[O:13])[CH:6]=1)([CH3:4])([CH3:2])[CH3:3].